This data is from Forward reaction prediction with 1.9M reactions from USPTO patents (1976-2016). The task is: Predict the product of the given reaction. (1) Given the reactants [C:1]12([C:11]3[CH:12]=[C:13]([C:19]4[CH:20]=[C:21]([CH:24]=[CH:25][CH:26]=4)[CH:22]=O)[CH:14]=[C:15]([F:18])[C:16]=3[OH:17])[CH2:10][CH:5]3[CH2:6][CH:7]([CH2:9][CH:3]([CH2:4]3)[CH2:2]1)[CH2:8]2.[S:27]1[CH2:33][C:31](=[O:32])[NH:30][C:28]1=[S:29], predict the reaction product. The product is: [C:1]12([C:11]3[CH:12]=[C:13]([C:19]4[CH:20]=[C:21]([CH:24]=[CH:25][CH:26]=4)[CH:22]=[C:33]4[S:27][C:28](=[S:29])[NH:30][C:31]4=[O:32])[CH:14]=[C:15]([F:18])[C:16]=3[OH:17])[CH2:10][CH:5]3[CH2:4][CH:3]([CH2:9][CH:7]([CH2:6]3)[CH2:8]1)[CH2:2]2. (2) Given the reactants C([O:8][C@H:9]1[C@H:15]([O:16]CC2C=CC=CC=2)[C@@H:14]([O:24]CC2C=CC=CC=2)[C@:13]2([C:33]3[CH:38]=[CH:37][C:36]([Cl:39])=[C:35]([CH2:40][C:41]4[CH:46]=[CH:45][C:44]([O:47][CH2:48][CH3:49])=[CH:43][CH:42]=4)[CH:34]=3)[O:32][C@:10]1([CH:50]([OH:57])[C:51]#[C:52][Si:53]([CH3:56])([CH3:55])[CH3:54])[CH2:11][O:12]2)C1C=CC=CC=1.B(Cl)(Cl)Cl, predict the reaction product. The product is: [Cl:39][C:36]1[CH:37]=[CH:38][C:33]([C@@:13]23[O:32][C@:10]([CH:50]([OH:57])[C:51]#[C:52][Si:53]([CH3:56])([CH3:54])[CH3:55])([CH2:11][O:12]2)[C@@H:9]([OH:8])[C@H:15]([OH:16])[C@H:14]3[OH:24])=[CH:34][C:35]=1[CH2:40][C:41]1[CH:42]=[CH:43][C:44]([O:47][CH2:48][CH3:49])=[CH:45][CH:46]=1. (3) Given the reactants Cl[Si](C)(C)C.CO[C:8]1[N:13]=[C:12]([NH:14][C:15]([C:17]2[CH:18]=[N:19][N:20]3[CH:25]=[CH:24][C:23]([C:26]4[CH:31]=[CH:30][CH:29]=[CH:28][C:27]=4[C:32]([F:35])([F:34])[F:33])=[N:22][C:21]=23)=[O:16])C=[CH:10][CH:9]=1.[I-].[K+].C([O-])(O)=O.[Na+].CC#[N:45], predict the reaction product. The product is: [N:45]1[CH:10]=[CH:9][CH:8]=[N:13][C:12]=1[NH:14][C:15]([C:17]1[CH:18]=[N:19][N:20]2[CH:25]=[CH:24][C:23]([C:26]3[CH:31]=[CH:30][CH:29]=[CH:28][C:27]=3[C:32]([F:34])([F:33])[F:35])=[N:22][C:21]=12)=[O:16].